This data is from Full USPTO retrosynthesis dataset with 1.9M reactions from patents (1976-2016). The task is: Predict the reactants needed to synthesize the given product. Given the product [N:20]1([CH2:19][CH2:18][C:14]2[CH:13]=[C:12]3[C:17](=[CH:16][CH:15]=2)[C@H:8]([NH2:7])[CH2:9][CH2:10][CH2:11]3)[CH2:21][CH2:22][CH2:23][CH2:24][CH2:25]1, predict the reactants needed to synthesize it. The reactants are: C(OC(=O)[NH:7][C@H:8]1[C:17]2[C:12](=[CH:13][C:14]([CH2:18][CH2:19][N:20]3[CH2:25][CH2:24][CH2:23][CH2:22][CH2:21]3)=[CH:15][CH:16]=2)[CH2:11][CH2:10][CH2:9]1)(C)(C)C.C(O)(C(F)(F)F)=O.